This data is from M1 muscarinic receptor agonist screen with 61,833 compounds. The task is: Binary Classification. Given a drug SMILES string, predict its activity (active/inactive) in a high-throughput screening assay against a specified biological target. The molecule is OC1(CCN(CC1)C(=O)C1OCCC1)c1ccccc1. The result is 0 (inactive).